From a dataset of Drug-target binding data from BindingDB using Ki measurements. Regression. Given a target protein amino acid sequence and a drug SMILES string, predict the binding affinity score between them. We predict pKi (pKi = -log10(Ki in M); higher means stronger inhibition). Dataset: bindingdb_ki. (1) The drug is CCCCCC(O)CC=C1C(=O)C=CC1CC=CCCCC(=O)O. The target protein (Q9R261) has sequence MNESYRCQAATWVERGSSATMGGVAFSAGLLGNLLALVLLARSGLGSCRPGPLHPPPSVFYVLVCGLTVTDLLGKCLISPMVLAAYAQNRSLKELLPASGNQLCEAFAFLMSFFGLASTLQLLAMALECWLSLGHPFFYQRHITARRGVLVAPVAGAFSLAFCALPFAGFGKFVQYCPGTWCFIQMIHKKRSFSVIGFSVLYSSLMALLVLATVVCNLGAMSNLYAMHRRQRHHPRRCSRDRAQSGSDYRHGSPNPLEELDHFVLLALTTVLFTMCSLPLIYRAYYGAFKLVDRADGDSEDLQALRFLSVISIVDPWIFIIFRTSVFRMLFHKTFTRPLIYRNWCSHSWQTNMESTL. The pKi is 7.7. (2) The compound is CC(=O)NC(C(=O)NCCn1cnc2c(N)ncnc21)C(C)(C)SN=O. The target protein sequence is MLGFDSANEFIVYVTFLFFGMSVVVVTNSIFSMPFFFIEYYKYAQGKPDAKPEDPKFWKHMFTYYSIAAFLVELVLASLMLTPIGRRISVTVRLGVGLVIPIVLVFSVMMVTIVTTTETGAKVTIMLIAIANGVAMTLCDAGNAALIAPFPTKFYSSVVWGIAVCGVVTSFFSIVIKASMGGGYHNMLIQSRIYFGLVMFMQVISCALLVLLRKNPYAQKYAAEFRYAARKGIDDKGADGDEGNGAAKGPADQDDDPHGGDDTDKGNVMTATVDPDTMKDMDQVENITTSQQMLMARVWNVFWRVWPMLFACFMVFFTTFLVYPAVYFAIKADTGDGWYLTIAAALFNLGDFLSRLCLQFKALHVSPRWVLIGTFARMLLIIPLVLCVRSIITGPWLPYILVHAWGFTYGYYGGISQIYAPRTGSLTTAGERSLAANWTIISLLGGIFVGAMFALAVNEGLPK. The pKi is 6.2. (3) The small molecule is CC(C)(C)C(=O)OCCn1cc(CCCCC[C@@H]2SCC3NC(=O)NC32)nn1. The target protein sequence is MSKYSQDVLQLLYKNKPNYISGQSIAESLNISRTAVKKVIDQLKLEGCKIDSVNHKGHLLQQLPDIWYQGIIDQYTKSSALFDFSEVYDSIDSTQLAAKKSLVGNQSSFFILSDEQTKGRGRFNRHWSSSKGQGLWMSVVLRPNVAFSMISKFNLFIALGIRDAIQHFSQDEVKVKWPNDIYIDNGKVCGFLTEMVANNDGIEAIICGIGINLTQQLENFDESIRHRATSIQLHDKNKLDRYQFLERLLQEIEKRYNQFLTLPFSEIREEYIAASNIWNRTLLFTENDKQFKGQAIDLDYDGYLIVRDEAGESHRLISADIDF. The pKi is 5.0. (4) The target protein (Q9WTV9) has sequence MSFPRGSYDPAASNSSPWWPLSAEDANSSWEAAGHQKGSDPSGDVRNEELAKLEIAVLAVIFVVAVLGNSSVLLALHRTPRKTSRMHLFIRHLSLADLAVAFFQVLPQLCWDITYRFRGPDWLCRVVKHLQVFAMFASAYMLVVMTADRYIAVCHPLKTLQQPTRRSRLMIAASWVLSFLLSTPQYFIFSMIEIEVNNGTKTQDCWATFIQPWGTRAYVTWMTSGVFVVPVVILGTCYGFICYHIWRNVRGKTASRQSKGSGEDVAPFHKGLLVTPCVSSVKTISRAKIRTVKMTFVIVTAYILCWAPFFIVQMWSVWDDNFIWTDSENPSITITALLASLNSCCNPWIYMFFSGHLLQDCVQSFPCCQRMVQKFTKDDSDNMSRRHTSYSNNRSPTNSTGTWKDSPKSSRSIRFIPVST. The compound is COc1cc(OC2CCN(S(C)(=O)=O)CC2)ccc1CC(=O)N1CCC(N2C(=O)CCc3ccccc32)CC1. The pKi is 7.1. (5) The drug is O=C(O)CC(O)(CSCCCCCCc1c(Cl)cncc1Cl)C(=O)O. The target protein (P53396) has sequence MSAKAISEQTGKELLYKFICTTSAIQNRFKYARVTPDTDWARLLQDHPWLLSQNLVVKPDQLIKRRGKLGLVGVNLTLDGVKSWLKPRLGQEATVGKATGFLKNFLIEPFVPHSQAEEFYVCIYATREGDYVLFHHEGGVDVGDVDAKAQKLLVGVDEKLNPEDIKKHLLVHAPEDKKEILASFISGLFNFYEDLYFTYLEINPLVVTKDGVYVLDLAAKVDATADYICKVKWGDIEFPPPFGREAYPEEAYIADLDAKSGASLKLTLLNPKGRIWTMVAGGGASVVYSDTICDLGGVNELANYGEYSGAPSEQQTYDYAKTILSLMTREKHPDGKILIIGGSIANFTNVAATFKGIVRAIRDYQGPLKEHEVTIFVRRGGPNYQEGLRVMGEVGKTTGIPIHVFGTETHMTAIVGMALGHRPIPNQPPTAAHTANFLLNASGSTSTPAPSRTASFSESRADEVAPAKKAKPAMPQDSVPSPRSLQGKSTTLFSRHTKAI.... The pKi is 3.9.